This data is from Peptide-MHC class II binding affinity with 134,281 pairs from IEDB. The task is: Regression. Given a peptide amino acid sequence and an MHC pseudo amino acid sequence, predict their binding affinity value. This is MHC class II binding data. (1) The peptide sequence is IPKGDFLTGPLNFTG. The MHC is HLA-DPA10201-DPB10501 with pseudo-sequence HLA-DPA10201-DPB10501. The binding affinity (normalized) is 0.473. (2) The peptide sequence is NGQIGNDPNRKIL. The MHC is DRB1_0301 with pseudo-sequence DRB1_0301. The binding affinity (normalized) is 0.0604.